Dataset: Forward reaction prediction with 1.9M reactions from USPTO patents (1976-2016). Task: Predict the product of the given reaction. (1) The product is: [Br:1][CH2:2][CH2:3][CH2:4][Si:5]([CH2:11][C:10](=[CH2:9])[CH3:12])([CH2:12][C:10](=[CH2:11])[CH3:9])[CH2:9][C:10](=[CH2:12])[CH3:11]. Given the reactants [Br:1][CH2:2][CH2:3][CH2:4][Si:5](Cl)(Cl)Cl.[CH2:9]([Mg]Cl)[C:10](=[CH2:12])[CH3:11], predict the reaction product. (2) Given the reactants [CH3:1][O:2][C:3]1[CH:4]=[C:5]([CH:8]=[CH:9][CH:10]=1)[CH2:6][OH:7].S([O-])(O)=O.[Na+].[Br:16]([O-])(=O)=O.[Na+].S([O-])([O-])(=O)=S.[Na+].[Na+], predict the reaction product. The product is: [Br:16][C:10]1[CH:9]=[CH:8][C:5]([CH2:6][OH:7])=[CH:4][C:3]=1[O:2][CH3:1]. (3) Given the reactants [C:1]1([C@H:7]2[C@@H:11]([C:12]3[CH:17]=[CH:16][CH:15]=[CH:14][CH:13]=3)[NH:10][C:9](=[S:18])[NH:8]2)[CH:6]=[CH:5][CH:4]=[CH:3][CH:2]=1.[Cl:19][C:20]1[CH:27]=[CH:26][C:23]([CH2:24]Cl)=[CH:22][CH:21]=1, predict the reaction product. The product is: [ClH:19].[Cl:19][C:20]1[CH:27]=[CH:26][C:23]([CH2:24][S:18][C:9]2[NH:8][C@H:7]([C:1]3[CH:2]=[CH:3][CH:4]=[CH:5][CH:6]=3)[C@H:11]([C:12]3[CH:13]=[CH:14][CH:15]=[CH:16][CH:17]=3)[N:10]=2)=[CH:22][CH:21]=1. (4) Given the reactants [Li][CH2:2]CCC.[SH:6][CH2:7][CH2:8][CH2:9][CH2:10][CH2:11][CH2:12][CH2:13][CH2:14][OH:15].IC, predict the reaction product. The product is: [CH3:2][S:6][CH2:7][CH2:8][CH2:9][CH2:10][CH2:11][CH2:12][CH2:13][CH2:14][OH:15]. (5) Given the reactants Cl[C:2]1[CH:11]=[N:10][C:9]2[C:4](=[CH:5][C:6]([O:12][CH3:13])=[CH:7][CH:8]=2)[N:3]=1.C(O[C:19](=[O:33])[NH:20][CH:21]1[CH2:26][CH2:25][N:24]([CH2:27][CH:28]([OH:32])[CH2:29][O:30][CH3:31])[CH2:23][CH2:22]1)(C)(C)C.[O:34]=[C:35]1[NH:40][C:39]2[CH:41]=[C:42](C(O)=O)[CH:43]=[CH:44][C:38]=2[S:37][CH2:36]1, predict the reaction product. The product is: [CH3:31][O:30][CH2:29][CH:28]([O:32][C:2]1[CH:11]=[N:10][C:9]2[C:4](=[CH:5][C:6]([O:12][CH3:13])=[CH:7][CH:8]=2)[N:3]=1)[CH2:27][N:24]1[CH2:23][CH2:22][CH:21]([NH:20][C:19]([C:42]2[CH:43]=[CH:44][C:38]3[S:37][CH2:36][C:35](=[O:34])[NH:40][C:39]=3[CH:41]=2)=[O:33])[CH2:26][CH2:25]1. (6) Given the reactants O[CH2:2][CH:3]([C:19]1[CH:20]=[CH:21][CH:22]=[C:23]2[C:28]=1[N:27]=[C:26]([O:29]C)[CH:25]=[CH:24]2)[CH2:4][N:5]1[CH2:10][CH2:9][CH:8]([NH:11][C:12](=[O:18])[O:13][C:14]([CH3:17])([CH3:16])[CH3:15])[CH2:7][CH2:6]1.C(N(C(C)C)CC)(C)C.CS(OS(C)(=O)=O)(=O)=O.ClCCl, predict the reaction product. The product is: [O:29]=[C:26]1[CH:25]=[CH:24][C:23]2[C:28]3=[C:19]([CH:3]([CH2:4][N:5]4[CH2:10][CH2:9][CH:8]([NH:11][C:12](=[O:18])[O:13][C:14]([CH3:15])([CH3:16])[CH3:17])[CH2:7][CH2:6]4)[CH2:2][N:27]13)[CH:20]=[CH:21][CH:22]=2. (7) Given the reactants Br[C:2]1[C:3]2[C:4]([S:20][C:21]3[CH:26]=[CH:25][C:24]([Cl:27])=[CH:23][CH:22]=3)=[C:5]3[CH:14]([CH2:15][C:16]([O:18]C)=[O:17])[CH2:13][CH2:12][N:6]3[C:7]=2[CH:8]=[C:9]([F:11])[CH:10]=1.[S:28]1[C:32]2[CH:33]=[CH:34][CH:35]=[CH:36][C:31]=2[C:30](B(O)O)=[CH:29]1, predict the reaction product. The product is: [S:28]1[C:32]2[CH:33]=[CH:34][CH:35]=[CH:36][C:31]=2[C:30]([C:2]2[C:3]3[C:4]([S:20][C:21]4[CH:26]=[CH:25][C:24]([Cl:27])=[CH:23][CH:22]=4)=[C:5]4[CH:14]([CH2:15][C:16]([OH:18])=[O:17])[CH2:13][CH2:12][N:6]4[C:7]=3[CH:8]=[C:9]([F:11])[CH:10]=2)=[CH:29]1. (8) Given the reactants C(OC(=O)[NH:10][C@@H:11]([CH:38]1[CH2:43][CH2:42][C:41]([F:45])([F:44])[CH2:40][CH2:39]1)[C:12]([N:14]1[C@H:19]([C:20](=[O:32])[NH:21][C@H:22]2[C:31]3[C:26](=[CH:27][CH:28]=[CH:29][CH:30]=3)[O:25][CH2:24][CH2:23]2)[CH2:18][N:17]2[CH2:33][C:34]([F:37])([F:36])[CH2:35][C@@H:16]2[CH2:15]1)=[O:13])C1C=CC=CC=1.[ClH:47].CO, predict the reaction product. The product is: [ClH:47].[ClH:47].[NH2:10][C@@H:11]([CH:38]1[CH2:43][CH2:42][C:41]([F:44])([F:45])[CH2:40][CH2:39]1)[C:12]([N:14]1[C@H:19]([C:20]([NH:21][C@H:22]2[C:31]3[C:26](=[CH:27][CH:28]=[CH:29][CH:30]=3)[O:25][CH2:24][CH2:23]2)=[O:32])[CH2:18][N:17]2[CH2:33][C:34]([F:36])([F:37])[CH2:35][C@@H:16]2[CH2:15]1)=[O:13]. (9) Given the reactants [OH:1][C:2]1[C:3]([N+:13]([O-:15])=[O:14])=[C:4]2[C:9](=[CH:10][CH:11]=1)[C:8](=[O:12])[CH2:7][CH2:6][CH2:5]2.[N:16]1([CH2:21][C@@H:22]([C:24]2[CH:25]=[N:26][CH:27]=[CH:28][CH:29]=2)O)[CH:20]=[CH:19][N:18]=[CH:17]1.C1(P(C2C=CC=CC=2)C2C=CC=CC=2)C=CC=CC=1.CCOC(/N=N/C(OCC)=O)=O, predict the reaction product. The product is: [N:16]1([CH2:21][C@H:22]([C:24]2[CH:25]=[N:26][CH:27]=[CH:28][CH:29]=2)[O:1][C:2]2[C:3]([N+:13]([O-:15])=[O:14])=[C:4]3[C:9](=[CH:10][CH:11]=2)[C:8](=[O:12])[CH2:7][CH2:6][CH2:5]3)[CH:20]=[CH:19][N:18]=[CH:17]1.